This data is from Catalyst prediction with 721,799 reactions and 888 catalyst types from USPTO. The task is: Predict which catalyst facilitates the given reaction. (1) Reactant: C[O:2][C:3]1[CH:4]=[C:5]([CH2:9][CH2:10][C:11]2[N:16]=[C:15]([NH2:17])[N:14]=[C:13]([NH:18][C:19]3[CH:24]=[CH:23][C:22]([O:25][C:26]4[CH:31]=[CH:30][N:29]=[C:28]([C:32]([F:35])([F:34])[F:33])[CH:27]=4)=[CH:21][CH:20]=3)[CH:12]=2)[CH:6]=[CH:7][CH:8]=1.[B-](Br)(Br)(Br)[S+](C)C.O.C([O-])(O)=O.[Na+]. Product: [NH2:17][C:15]1[N:16]=[C:11]([CH2:10][CH2:9][C:5]2[CH:4]=[C:3]([OH:2])[CH:8]=[CH:7][CH:6]=2)[CH:12]=[C:13]([NH:18][C:19]2[CH:20]=[CH:21][C:22]([O:25][C:26]3[CH:31]=[CH:30][N:29]=[C:28]([C:32]([F:35])([F:34])[F:33])[CH:27]=3)=[CH:23][CH:24]=2)[N:14]=1. The catalyst class is: 2. (2) Reactant: [Cl:1][C:2]1[CH:3]=[C:4](C=O)[C:5]2[C:10]([CH:11]=1)=[CH:9][CH:8]=[CH:7][CH:6]=2.C[Si]([N-:18][Si](C)(C)C)(C)C.[Li+].C[Li].CCO[CH2:29][CH3:30]. Product: [Cl:1][C:2]1[CH:3]=[C:4]([CH:29]([NH2:18])[CH3:30])[C:5]2[C:10]([CH:11]=1)=[CH:9][CH:8]=[CH:7][CH:6]=2. The catalyst class is: 1. (3) Reactant: CCN(CC)CC.[C:8]1([CH3:18])[CH:13]=[CH:12][C:11]([S:14](Cl)(=[O:16])=[O:15])=[CH:10][CH:9]=1.C(OC([N:26]1[CH2:29][CH2:28][C@H:27]1[CH2:30][O:31][C:32]1[CH:33]=[C:34]([C@H:38]2[CH2:40][C@@H:39]2[CH2:41][CH2:42][OH:43])[CH:35]=[N:36][CH:37]=1)=O)(C)(C)C. Product: [C:8]1([CH3:18])[CH:13]=[CH:12][C:11]([S:14]([O:43][CH2:42][CH2:41][C@H:39]2[CH2:40][C@@H:38]2[C:34]2[CH:35]=[N:36][CH:37]=[C:32]([O:31][CH2:30][C@@H:27]3[CH2:28][CH2:29][NH:26]3)[CH:33]=2)(=[O:16])=[O:15])=[CH:10][CH:9]=1. The catalyst class is: 143. (4) Reactant: [NH:1]1[C:36]2[C:9]3[NH:10][C:11]4[C:16]([C:8]=3[CH2:7][CH2:6][CH2:5][C:4]=2[CH:3]=[N:2]1)=[CH:15][C:14]([C:17]([N:19]1[CH2:24][CH2:23][C:22]([C:26]2[CH:31]=[CH:30][CH:29]=[C:28]([C:32]([F:35])([F:34])[F:33])[CH:27]=2)([OH:25])[CH2:21][CH2:20]1)=[O:18])=[CH:13][CH:12]=4.[CH3:37][S:38](O)(=[O:40])=[O:39]. Product: [CH3:37][S:38]([O:25][C:22]1([C:26]2[CH:31]=[CH:30][CH:29]=[C:28]([C:32]([F:33])([F:34])[F:35])[CH:27]=2)[CH2:21][CH2:20][N:19]([C:17]([C:14]2[CH:15]=[C:16]3[C:11](=[CH:12][CH:13]=2)[NH:10][C:9]2[C:36]4[NH:1][N:2]=[CH:3][C:4]=4[CH2:5][CH2:6][CH2:7][C:8]3=2)=[O:18])[CH2:24][CH2:23]1)(=[O:40])=[O:39]. The catalyst class is: 5.